Dataset: Forward reaction prediction with 1.9M reactions from USPTO patents (1976-2016). Task: Predict the product of the given reaction. (1) Given the reactants [CH3:1][O:2][C:3]1[CH:4]=[C:5]2[C:9](=[CH:10][CH:11]=1)[NH:8][C:7]([C:12]([NH2:14])=O)=[CH:6]2.O=P(Cl)(Cl)Cl, predict the reaction product. The product is: [CH3:1][O:2][C:3]1[CH:4]=[C:5]2[C:9](=[CH:10][CH:11]=1)[NH:8][C:7]([C:12]#[N:14])=[CH:6]2. (2) Given the reactants Br[C:2]1[CH:7]=[CH:6][C:5]([C:8]2[O:9][C:10]([CH3:20])=[C:11]([CH2:13][CH2:14]OS(C)(=O)=O)[N:12]=2)=[CH:4][CH:3]=1.CC1O[C:25]([C:27]2[CH:32]=[CH:31][C:30](B3OC(C)(C)C(C)(C)O3)=CC=2)=[N:24]C=1CCO.Br[C:46]1[CH:51]=[CH:50][CH:49]=[CH:48][N:47]=1, predict the reaction product. The product is: [CH3:20][C:10]1[O:9][C:8]([C:5]2[CH:6]=[CH:7][C:2]([C:46]3[CH:51]=[CH:50][CH:49]=[CH:48][N:47]=3)=[CH:3][CH:4]=2)=[N:12][C:11]=1[CH2:13][CH2:14][N:24]1[CH2:25][CH2:27][CH2:32][CH:31]1[CH3:30]. (3) Given the reactants Br[C:2]1[CH:3]=[N:4][C:5]([N:8]2[CH2:25][CH2:24][CH2:23][C@:10]3([C:14](=[O:15])[N:13]([C@H:16]4[CH2:21][CH2:20][C@@H:19]([OH:22])[CH2:18][CH2:17]4)[CH2:12][CH2:11]3)[CH2:9]2)=[N:6][CH:7]=1.O1CCOCC1.[NH:32]1[CH:36]=[CH:35][CH:34]=[N:33]1.CN[C@H]1CCCC[C@@H]1NC.C(=O)([O-])[O-].[K+].[K+], predict the reaction product. The product is: [OH:22][C@@H:19]1[CH2:20][CH2:21][C@H:16]([N:13]2[CH2:12][CH2:11][C@@:10]3([CH2:23][CH2:24][CH2:25][N:8]([C:5]4[N:4]=[CH:3][C:2]([N:32]5[CH:36]=[CH:35][CH:34]=[N:33]5)=[CH:7][N:6]=4)[CH2:9]3)[C:14]2=[O:15])[CH2:17][CH2:18]1. (4) Given the reactants [Br:1][C:2]1[N:7]=[N:6][C:5]([NH2:8])=[CH:4][CH:3]=1.C(=O)CC.[NH:13]1[C:17]2C=C[CH:20]=[CH:21][C:16]=2N=N1.[C-]#N.[K+].C(Cl)(=O)C, predict the reaction product. The product is: [Br:1][C:2]1[CH:3]=[CH:4][C:5]2[N:6]([C:17]([NH2:13])=[C:16]([CH2:21][CH3:20])[N:8]=2)[N:7]=1. (5) Given the reactants C([O:8][NH:9][C:10](=[O:36])[C:11]1[CH:16]=[CH:15][C:14]([CH:17]2[CH2:22][CH2:21][CH2:20][CH:19]([NH:23][CH:24]([C:26]3[C:35]4[C:30](=[CH:31][CH:32]=[CH:33][CH:34]=4)[CH:29]=[CH:28][CH:27]=3)[CH3:25])[CH2:18]2)=[CH:13][CH:12]=1)C1C=CC=CC=1.C(ONC(=O)C1C=CC(C2CCCC(N[C@@H](C3C4C(=CC=CC=4)C=CC=3)C)C2)=CC=1)C1C=CC=CC=1, predict the reaction product. The product is: [OH:8][NH:9][C:10](=[O:36])[C:11]1[CH:12]=[CH:13][C:14]([CH:17]2[CH2:22][CH2:21][CH2:20][CH:19]([NH:23][C@@H:24]([C:26]3[C:35]4[C:30](=[CH:31][CH:32]=[CH:33][CH:34]=4)[CH:29]=[CH:28][CH:27]=3)[CH3:25])[CH2:18]2)=[CH:15][CH:16]=1. (6) The product is: [OH:1][CH2:2][C@H:3]1[CH2:7][N:6]([C@@H:8]([C:10]2[CH:11]=[CH:12][CH:13]=[CH:14][CH:15]=2)[CH3:9])[C:5](=[O:16])[NH:4]1. Given the reactants [OH:1][CH2:2][C@H:3]1[CH2:7][N:6]([C@@H:8]([C:10]2[CH:15]=[CH:14][CH:13]=[CH:12][CH:11]=2)[CH3:9])[C:5](=[O:16])[N:4]1S(C1C=CC(C)=CC=1)(=O)=O.[Mg], predict the reaction product. (7) Given the reactants [O:1]=[C:2]1[NH:7][C:6]2[CH:8]=[C:9]([CH2:12][N:13]3[CH2:18][CH2:17][N:16]([C:19]4[CH:27]=[CH:26][C:22]([C:23]([OH:25])=O)=[CH:21][CH:20]=4)[CH2:15][CH2:14]3)[CH:10]=[N:11][C:5]=2[N:4]2[CH2:28][CH2:29][CH2:30][CH2:31][C@@H:3]12.Cl.C(N=C=N[CH2:38][CH2:39][CH2:40][N:41](C)C)C.O.N1(O)C2C=CC=CC=2N=N1.CN1CCOCC1.C1(N)CC1, predict the reaction product. The product is: [CH:40]1([NH:41][C:23](=[O:25])[C:22]2[CH:21]=[CH:20][C:19]([N:16]3[CH2:17][CH2:18][N:13]([CH2:12][C:9]4[CH:10]=[N:11][C:5]5[N:4]6[CH2:28][CH2:29][CH2:30][CH2:31][C@H:3]6[C:2](=[O:1])[NH:7][C:6]=5[CH:8]=4)[CH2:14][CH2:15]3)=[CH:27][CH:26]=2)[CH2:38][CH2:39]1.